From a dataset of Full USPTO retrosynthesis dataset with 1.9M reactions from patents (1976-2016). Predict the reactants needed to synthesize the given product. (1) Given the product [CH2:1]([C:3]1[CH:13]=[CH:12][C:6]([N:7]([CH2:8][CH:9]([CH3:10])[CH3:11])[S:15]([C:18]2[CH:19]=[CH:20][C:21]([OH:28])=[C:22]([CH:27]=2)[C:23]([O:25][CH3:26])=[O:24])(=[O:17])=[O:16])=[CH:5][CH:4]=1)[CH3:2], predict the reactants needed to synthesize it. The reactants are: [CH2:1]([C:3]1[CH:13]=[CH:12][C:6]([NH:7][CH2:8][CH:9]([CH3:11])[CH3:10])=[CH:5][CH:4]=1)[CH3:2].Cl[S:15]([C:18]1[CH:19]=[CH:20][C:21]([OH:28])=[C:22]([CH:27]=1)[C:23]([O:25][CH3:26])=[O:24])(=[O:17])=[O:16]. (2) Given the product [O:5]=[C:4]1[O:2][N:3]=[C:46]([C:41]2[CH:42]=[CH:43][CH:44]=[CH:45][C:40]=2[C:37]2[CH:38]=[CH:39][C:34]([CH2:33][C:30]3[C:31](=[O:32])[N:26]([C@H:23]4[CH2:22][CH2:21][C@H:20]([O:19][CH2:18][C:14]5[O:13][C:17](=[O:11])[NH:16][N:15]=5)[CH2:25][CH2:24]4)[C:27]4[N:28]([N:51]=[CH:52][N:53]=4)[C:29]=3[CH2:48][CH2:49][CH3:50])=[CH:35][CH:36]=2)[NH:47]1, predict the reactants needed to synthesize it. The reactants are: [Cl-].[OH:2][NH3+:3].[C:4](=O)([O-])[OH:5].[Na+].CS(C)=[O:11].[O:13]1[CH:17]=[N:16][N:15]=[C:14]1[CH2:18][O:19][C@H:20]1[CH2:25][CH2:24][C@H:23]([N:26]2[C:31](=[O:32])[C:30]([CH2:33][C:34]3[CH:39]=[CH:38][C:37]([C:40]4[C:41]([C:46]#[N:47])=[CH:42][CH:43]=[CH:44][CH:45]=4)=[CH:36][CH:35]=3)=[C:29]([CH2:48][CH2:49][CH3:50])[N:28]3[N:51]=[CH:52][N:53]=[C:27]23)[CH2:22][CH2:21]1. (3) Given the product [CH3:12][N:13]([C:17]1[C:18](=[O:34])[C:19]2[C:24]([C:25](=[O:33])[C:26]=1[NH:27][CH2:28][CH2:29][S:30]([CH3:32])(=[O:9])=[O:31])=[CH:23][CH:22]=[CH:21][CH:20]=2)[C:14](=[O:16])[CH3:15], predict the reactants needed to synthesize it. The reactants are: ClC1C=CC=C(C(OO)=[O:9])C=1.[CH3:12][N:13]([C:17]1[C:18](=[O:34])[C:19]2[C:24]([C:25](=[O:33])[C:26]=1[NH:27][CH2:28][CH2:29][S:30]([CH3:32])=[O:31])=[CH:23][CH:22]=[CH:21][CH:20]=2)[C:14](=[O:16])[CH3:15].C(=O)(O)[O-].[Na+]. (4) The reactants are: Cl[C:2]1[CH:10]=[C:9]2[C:5]([C:6](=[O:13])[NH:7][C:8]32[CH2:12][CH2:11]3)=[CH:4][CH:3]=1.[B:14]1([B:14]2[O:18][C:17]([CH3:20])([CH3:19])[C:16]([CH3:22])([CH3:21])[O:15]2)[O:18][C:17]([CH3:20])([CH3:19])[C:16]([CH3:22])([CH3:21])[O:15]1.CC([O-])=O.[K+].P(C1CCCCC1)(C1CCCCC1)C1CCCCC1. Given the product [CH3:21][C:16]1([CH3:22])[C:17]([CH3:20])([CH3:19])[O:18][B:14]([C:2]2[CH:10]=[C:9]3[C:5]([C:6](=[O:13])[NH:7][C:8]43[CH2:12][CH2:11]4)=[CH:4][CH:3]=2)[O:15]1, predict the reactants needed to synthesize it.